Dataset: NCI-60 drug combinations with 297,098 pairs across 59 cell lines. Task: Regression. Given two drug SMILES strings and cell line genomic features, predict the synergy score measuring deviation from expected non-interaction effect. (1) Drug 1: CC(C1=C(C=CC(=C1Cl)F)Cl)OC2=C(N=CC(=C2)C3=CN(N=C3)C4CCNCC4)N. Drug 2: C1=NC(=NC(=O)N1C2C(C(C(O2)CO)O)O)N. Cell line: OVCAR-4. Synergy scores: CSS=1.89, Synergy_ZIP=-1.93, Synergy_Bliss=-0.482, Synergy_Loewe=-5.67, Synergy_HSA=-1.92. (2) Drug 1: C1=C(C(=O)NC(=O)N1)N(CCCl)CCCl. Drug 2: C(=O)(N)NO. Cell line: A498. Synergy scores: CSS=15.9, Synergy_ZIP=-7.77, Synergy_Bliss=-5.56, Synergy_Loewe=-13.1, Synergy_HSA=-5.11. (3) Drug 1: C1=CC(=CC=C1C#N)C(C2=CC=C(C=C2)C#N)N3C=NC=N3. Drug 2: CC1=C(C=C(C=C1)C(=O)NC2=CC(=CC(=C2)C(F)(F)F)N3C=C(N=C3)C)NC4=NC=CC(=N4)C5=CN=CC=C5. Cell line: MDA-MB-435. Synergy scores: CSS=1.84, Synergy_ZIP=0.0794, Synergy_Bliss=2.80, Synergy_Loewe=2.42, Synergy_HSA=1.80.